This data is from Catalyst prediction with 721,799 reactions and 888 catalyst types from USPTO. The task is: Predict which catalyst facilitates the given reaction. (1) Reactant: [NH:1]1[C:9]2[C:4](=[C:5]([NH:10][C:11]([NH:13][CH:14]3[C:22]4[C:17](=[C:18]([N:23]5[CH2:28][CH2:27][CH2:26][CH2:25][CH2:24]5)[CH:19]=[CH:20][CH:21]=4)[CH2:16][CH2:15]3)=[O:12])[CH:6]=[CH:7][CH:8]=2)[CH:3]=[N:2]1.Cl. Product: [NH:1]1[C:9]2[C:4](=[C:5]([NH:10][C:11]([NH:13][C@@H:14]3[C:22]4[C:17](=[C:18]([N:23]5[CH2:28][CH2:27][CH2:26][CH2:25][CH2:24]5)[CH:19]=[CH:20][CH:21]=4)[CH2:16][CH2:15]3)=[O:12])[CH:6]=[CH:7][CH:8]=2)[CH:3]=[N:2]1. The catalyst class is: 5. (2) Reactant: Cl[C:2]1[N:7]=[C:6]([NH2:8])[C:5]([CH3:9])=[CH:4][N:3]=1.[CH3:10][N:11]1[CH2:16][CH2:15][N:14]([C:17]2[CH:22]=[CH:21][C:20]([NH2:23])=[CH:19][CH:18]=2)[CH2:13][CH2:12]1. The catalyst class is: 15. Product: [CH3:9][C:5]1[C:6]([NH2:8])=[N:7][C:2]([NH:23][C:20]2[CH:19]=[CH:18][C:17]([N:14]3[CH2:13][CH2:12][N:11]([CH3:10])[CH2:16][CH2:15]3)=[CH:22][CH:21]=2)=[N:3][CH:4]=1. (3) Reactant: [H-].[Na+].[N+](C1[CH:11]=[CH:10][C:9]([O:12][C:13]([N:15]2[CH2:20][CH2:19][CH:18]([N:21]3[C:25]4=[N:26][CH:27]=[N:28][C:29]([O:30][C:31]5[C:32]([CH3:37])=[N:33][CH:34]=[CH:35][CH:36]=5)=[C:24]4[CH:23]=[N:22]3)[CH2:17][CH2:16]2)=[O:14])=[CH:8]C=1)([O-])=O.C1(O)CCC1.O. Product: [CH:9]1([O:12][C:13]([N:15]2[CH2:20][CH2:19][CH:18]([N:21]3[C:25]4=[N:26][CH:27]=[N:28][C:29]([O:30][C:31]5[C:32]([CH3:37])=[N:33][CH:34]=[CH:35][CH:36]=5)=[C:24]4[CH:23]=[N:22]3)[CH2:17][CH2:16]2)=[O:14])[CH2:10][CH2:11][CH2:8]1. The catalyst class is: 7. (4) Reactant: O[CH:2]([CH:34]([CH3:36])[CH3:35])[CH2:3][S:4]([C:7]1[CH:12]=[CH:11][C:10]([C:13]2[CH:18]=[CH:17][CH:16]=[C:15]([CH2:19][NH:20][C:21]([C:23]3[NH:32][C:31](=[O:33])[C:30]4[C:25](=[CH:26][CH:27]=[CH:28][CH:29]=4)[N:24]=3)=[O:22])[CH:14]=2)=[CH:9][CH:8]=1)(=[O:6])=[O:5].C(N(CC)CC)C.CS(Cl)(=O)=O. Product: [CH3:35][CH:34]([CH3:36])/[CH:2]=[CH:3]/[S:4]([C:7]1[CH:8]=[CH:9][C:10]([C:13]2[CH:18]=[CH:17][CH:16]=[C:15]([CH2:19][NH:20][C:21]([C:23]3[NH:32][C:31](=[O:33])[C:30]4[C:25](=[CH:26][CH:27]=[CH:28][CH:29]=4)[N:24]=3)=[O:22])[CH:14]=2)=[CH:11][CH:12]=1)(=[O:5])=[O:6]. The catalyst class is: 56. (5) Reactant: [OH:1][CH2:2][C:3]1[C:7]2[N:8]=[CH:9][N:10]=[CH:11][C:6]=2[S:5][CH:4]=1. Product: [N:8]1[C:7]2[C:3]([CH:2]=[O:1])=[CH:4][S:5][C:6]=2[CH:11]=[N:10][CH:9]=1. The catalyst class is: 704. (6) Reactant: B(Br)(Br)Br.[Cl:5][C:6]1[CH:7]=[C:8]([CH:27]=[CH:28][CH:29]=1)[C:9]([N:11]1[C:19]2[C:14](=[CH:15][C:16]([O:20]C)=[CH:17][CH:18]=2)[C:13]([CH2:22][C:23]([OH:25])=[O:24])=[C:12]1[CH3:26])=[O:10]. Product: [Cl:5][C:6]1[CH:7]=[C:8]([CH:27]=[CH:28][CH:29]=1)[C:9]([N:11]1[C:19]2[C:14](=[CH:15][C:16]([OH:20])=[CH:17][CH:18]=2)[C:13]([CH2:22][C:23]([OH:25])=[O:24])=[C:12]1[CH3:26])=[O:10]. The catalyst class is: 4. (7) Reactant: [C:1]([C:3]1[CH:4]=[C:5]([CH:26]=[CH:27][CH:28]=1)[CH2:6][CH2:7][O:8][CH2:9][CH2:10][C:11]([N:13]([CH:20]1[CH2:25][CH2:24][CH2:23][CH2:22][CH2:21]1)[CH2:14][CH:15]([O:18][CH3:19])[O:16][CH3:17])=[O:12])#[N:2].C(=O)([O-])[O-].[K+].[K+].Cl.[NH2:36][OH:37].C(O)C. Product: [CH:20]1([N:13]([CH2:14][CH:15]([O:18][CH3:19])[O:16][CH3:17])[C:11](=[O:12])[CH2:10][CH2:9][O:8][CH2:7][CH2:6][C:5]2[CH:26]=[CH:27][CH:28]=[C:3]([C:1](=[NH:2])[NH:36][OH:37])[CH:4]=2)[CH2:25][CH2:24][CH2:23][CH2:22][CH2:21]1. The catalyst class is: 6. (8) Reactant: [Br:1][C:2]1[CH:11]=[C:10]2[C:5]([C:6](=[O:16])[N:7]3[CH2:15][CH2:14][NH:13][CH2:12][C:8]3=[N:9]2)=[CH:4][CH:3]=1.[CH3:17]I. Product: [Br:1][C:2]1[CH:11]=[C:10]2[C:5]([C:6](=[O:16])[N:7]3[CH2:15][CH2:14][N:13]([CH3:17])[CH2:12][C:8]3=[N:9]2)=[CH:4][CH:3]=1. The catalyst class is: 21. (9) Reactant: [C:1]([C:5]1[CH:10]=[C:9](I)[CH:8]=[C:7]([I:12])[C:6]=1[O:13][CH3:14])([CH3:4])([CH3:3])[CH3:2].[C:15]1([C:21](B(O)O)=[CH2:22])[CH:20]=[CH:19][CH:18]=[CH:17][CH:16]=1.C(=O)(O)[O-].[Na+].Cl. Product: [C:1]([C:5]1[CH:10]=[C:9]([C:21]([C:15]2[CH:20]=[CH:19][CH:18]=[CH:17][CH:16]=2)=[CH2:22])[CH:8]=[C:7]([I:12])[C:6]=1[O:13][CH3:14])([CH3:4])([CH3:3])[CH3:2]. The catalyst class is: 437.